From a dataset of Full USPTO retrosynthesis dataset with 1.9M reactions from patents (1976-2016). Predict the reactants needed to synthesize the given product. Given the product [F:1][CH:2]([F:27])[O:3][C:4]1[CH:9]=[CH:8][C:7]([CH:10]([OH:11])[C:12]([C:18]2[CH:23]=[C:22]([F:24])[CH:21]=[C:20]([F:25])[CH:19]=2)=[O:31])=[CH:6][C:5]=1[CH3:26], predict the reactants needed to synthesize it. The reactants are: [F:1][CH:2]([F:27])[O:3][C:4]1[CH:9]=[CH:8][C:7]([CH:10]([C:12]2([C:18]3[CH:23]=[C:22]([F:24])[CH:21]=[C:20]([F:25])[CH:19]=3)SCCCS2)[OH:11])=[CH:6][C:5]=1[CH3:26].FC(F)(F)C(OC1C(OC(=O)C(F)(F)F)=C(I)C=CC=1)=[O:31].CCOC(C)=O.CCCCCC.CCOC(C)=O.